The task is: Predict the reaction yield, written as a fraction of the theoretical maximum amount of product (1.0 means a 100% yield; for example, 0.34 means a 34% yield).. This data is from Reaction yield outcomes from USPTO patents with 853,638 reactions. (1) The reactants are [Br:1][C:2]1[CH:3]=[CH:4][C:5]([N+:9]([O-])=O)=[C:6]([CH:8]=1)[NH2:7].ClC(Cl)(O[C:16](=[O:22])OC(Cl)(Cl)Cl)Cl.[NH:24]1[CH2:28][CH2:27][CH2:26][CH2:25]1. The catalyst is ClCCl. The product is [NH2:9][C:5]1[CH:4]=[CH:3][C:2]([Br:1])=[CH:8][C:6]=1[NH:7][C:16]([N:24]1[CH2:28][CH2:27][CH2:26][CH2:25]1)=[O:22]. The yield is 0.310. (2) The yield is 0.200. The product is [C:1]([N:4]1[C:13]2[C:8](=[CH:9][C:10]([C:14]3[CH:15]=[C:16]([CH:21]=[CH:22][CH:23]=3)[C:17]([O:19][CH3:20])=[O:18])=[CH:11][CH:12]=2)[C@H:7]([NH2:24])[CH2:6][C@@H:5]1[CH3:31])(=[O:3])[CH3:2]. The catalyst is ClCCl.CCOC(C)=O.CO. The reactants are [C:1]([N:4]1[C:13]2[C:8](=[CH:9][C:10]([C:14]3[CH:15]=[C:16]([CH:21]=[CH:22][CH:23]=3)[C:17]([O:19][CH3:20])=[O:18])=[CH:11][CH:12]=2)[C@H:7]([NH:24]C(OC(C)C)=O)[CH2:6][C@@H:5]1[CH3:31])(=[O:3])[CH3:2].[Cl-].[Al+3].[Cl-].[Cl-].C(N(CC)CC)C.C([O-])(O)=O.[Na+]. (3) The reactants are Cl[C:2]1[N:7]=[C:6]([F:8])[C:5]2[O:9][C:10]3[C:15]([C@@:16]4([CH2:21][CH2:20][S:19][C:18]([NH2:22])=[N:17]4)[C:4]=2[CH:3]=1)=[CH:14][C:13]([NH2:23])=[CH:12][CH:11]=3.[O:24]1[CH2:29][CH:28]=[C:27](B2OC(C)(C)C(C)(C)O2)[CH2:26][CH2:25]1.[O-]P([O-])([O-])=O.[K+].[K+].[K+].N#N. The catalyst is O1CCOCC1.O.C(C1C(C(C)(C)C)=C([Pd]Cl)C=CC=1NC)(C)(C)C.O. The product is [O:24]1[CH2:25][CH:26]=[C:27]([C:2]2[N:7]=[C:6]([F:8])[C:5]3[O:9][C:10]4[C:15]([C@@:16]5([CH2:21][CH2:20][S:19][C:18]([NH2:22])=[N:17]5)[C:4]=3[CH:3]=2)=[CH:14][C:13]([NH2:23])=[CH:12][CH:11]=4)[CH2:28][CH2:29]1. The yield is 0.506. (4) The product is [CH2:15]([C:5]1[CH:4]=[C:3]([C:1]#[N:2])[CH:8]=[CH:7][N:6]=1)[C:9]1[CH:14]=[CH:13][CH:12]=[CH:11][CH:10]=1. The reactants are [C:1]([C:3]1[CH:8]=[CH:7][N:6]=[CH:5][CH:4]=1)#[N:2].[C:9]1([CH2:15]C(O)=O)[CH:14]=[CH:13][CH:12]=[CH:11][CH:10]=1.FC(F)(F)C(O)=O.[OH-].[Na+]. The catalyst is [N+]([O-])([O-])=O.[Ag+].ClC1C=CC=CC=1.O. The yield is 0.610.